This data is from Full USPTO retrosynthesis dataset with 1.9M reactions from patents (1976-2016). The task is: Predict the reactants needed to synthesize the given product. (1) Given the product [CH3:1][O:2][C:3]([C:5]1[CH:6]=[C:7]2[CH:13]=[CH:12][NH:11][C:8]2=[N:9][CH:10]=1)=[O:4], predict the reactants needed to synthesize it. The reactants are: [CH3:1][O:2][C:3]([C:5]1[CH:6]=[C:7]2[CH:13]=[CH:12][N:11]([Si](C(C)C)(C(C)C)C(C)C)[C:8]2=[N:9][CH:10]=1)=[O:4].[F-].C([N+](CCCC)(CCCC)CCCC)CCC. (2) Given the product [CH:6]([C:5]1[CH:8]=[CH:9][C:2]([O:1][CH:26]2[CH2:31][CH2:30][N:29]([C:32]([O:34][C:35]([CH3:38])([CH3:37])[CH3:36])=[O:33])[CH2:28][CH2:27]2)=[CH:3][CH:4]=1)=[O:7], predict the reactants needed to synthesize it. The reactants are: [OH:1][C:2]1[CH:9]=[CH:8][C:5]([CH:6]=[O:7])=[CH:4][CH:3]=1.C(=O)([O-])[O-].[K+].[K+].C1(C)C=CC(S(O[CH:26]2[CH2:31][CH2:30][N:29]([C:32]([O:34][C:35]([CH3:38])([CH3:37])[CH3:36])=[O:33])[CH2:28][CH2:27]2)(=O)=O)=CC=1.